Dataset: Catalyst prediction with 721,799 reactions and 888 catalyst types from USPTO. Task: Predict which catalyst facilitates the given reaction. (1) Reactant: C([O:5][C:6](=[O:26])[NH:7][CH:8]([CH2:14][C:15]1[CH:20]=[CH:19][C:18]([O:21][C:22]([CH3:25])([CH3:24])[CH3:23])=[CH:17][CH:16]=1)[CH2:9][CH:10](O)[CH:11]=[CH2:12])(C)(C)C.C[Si]([N-][Si](C)(C)C)(C)C.[K+]. Product: [C:22]([O:21][C:18]1[CH:17]=[CH:16][C:15]([CH2:14][CH:8]2[CH2:9][CH:10]([CH:11]=[CH2:12])[O:26][C:6](=[O:5])[NH:7]2)=[CH:20][CH:19]=1)([CH3:23])([CH3:24])[CH3:25]. The catalyst class is: 116. (2) Reactant: C[O:2][C:3](=[O:13])[CH2:4][S:5][C:6]1[CH:11]=[CH:10][C:9]([Cl:12])=[CH:8][N:7]=1.O[Li].O.Cl. Product: [Cl:12][C:9]1[CH:10]=[CH:11][C:6]([S:5][CH2:4][C:3]([OH:13])=[O:2])=[N:7][CH:8]=1. The catalyst class is: 20. (3) Reactant: [Cl:1][C:2]1[CH:7]=[C:6]([O:8][C:9]2[CH:14]=[CH:13][CH:12]=[C:11]([C:15](=[O:23])[NH:16][C:17]3[CH:21]=[CH:20][N:19]([CH3:22])[N:18]=3)[CH:10]=2)[CH:5]=[CH:4][C:3]=1[C:24]1[N:28]=[C:27]([C:29]([O:31]CC)=O)[O:26][N:25]=1.[CH3:34][N:35]1C(=O)CC[CH2:36]1.CNC.C1COCC1. Product: [Cl:1][C:2]1[CH:7]=[C:6]([O:8][C:9]2[CH:14]=[CH:13][CH:12]=[C:11]([C:15](=[O:23])[NH:16][C:17]3[CH:21]=[CH:20][N:19]([CH3:22])[N:18]=3)[CH:10]=2)[CH:5]=[CH:4][C:3]=1[C:24]1[N:28]=[C:27]([C:29]([N:35]([CH3:36])[CH3:34])=[O:31])[O:26][N:25]=1. The catalyst class is: 6. (4) Reactant: [F:1][CH:2]([F:11])[C:3](=O)[CH2:4][C:5]([O:7]CC)=O.Cl.[C:13](=[NH:18])([NH2:17])[CH2:14][CH2:15][CH3:16].C[O-].[Na+]. Product: [F:11][CH:2]([F:1])[C:3]1[N:17]=[C:13]([CH2:14][CH2:15][CH3:16])[NH:18][C:5](=[O:7])[CH:4]=1. The catalyst class is: 125. (5) Reactant: [CH2:1]=[CH:2][C:3]1[CH:8]=[CH:7][CH:6]=[CH:5][CH:4]=1.[C:9](#[N:12])[CH:10]=[CH2:11].CC(N=NC(C#N)(C)C)(C#N)C.P([O-])([O-])([O-])=O.[Ca+2].[Ca+2].[Ca+2].P([O-])([O-])([O-])=O. Product: [CH:1]([CH:11]=[CH:10][C:9]#[N:12])=[CH:2][C:3]1[CH:8]=[CH:7][CH:6]=[CH:5][CH:4]=1. The catalyst class is: 6.